The task is: Predict which catalyst facilitates the given reaction.. This data is from Catalyst prediction with 721,799 reactions and 888 catalyst types from USPTO. (1) Reactant: [F:1][C:2]1[CH:27]=[C:26]([N+:28]([O-:30])=[O:29])[CH:25]=[CH:24][C:3]=1[O:4][C:5]1[CH:10]=[CH:9][N:8]=[C:7]2[CH:11]=[C:12]([C:14]3[CH2:19][CH2:18][N:17]([C:20](=[O:23])[CH:21]=[CH2:22])[CH2:16][CH:15]=3)[S:13][C:6]=12.[CH3:31][O:32][CH2:33][CH2:34][NH2:35]. Product: [F:1][C:2]1[CH:27]=[C:26]([N+:28]([O-:30])=[O:29])[CH:25]=[CH:24][C:3]=1[O:4][C:5]1[CH:10]=[CH:9][N:8]=[C:7]2[CH:11]=[C:12]([C:14]3[CH2:19][CH2:18][N:17]([C:20](=[O:23])[CH2:21][CH2:22][NH:35][CH2:34][CH2:33][O:32][CH3:31])[CH2:16][CH:15]=3)[S:13][C:6]=12. The catalyst class is: 76. (2) Reactant: [S:1]1[CH2:6][CH:5]=[C:4]([C:7]2[C:8]([O:13][C:14]3[CH:25]=[CH:24][C:17]([C:18]([N:20]([O:22][CH3:23])[CH3:21])=[O:19])=[CH:16][CH:15]=3)=[N:9][CH:10]=[CH:11][N:12]=2)[CH2:3][CH2:2]1. Product: [CH3:23][O:22][N:20]([CH3:21])[C:18](=[O:19])[C:17]1[CH:24]=[CH:25][C:14]([O:13][C:8]2[C:7]([CH:4]3[CH2:3][CH2:2][S:1][CH2:6][CH2:5]3)=[N:12][CH:11]=[CH:10][N:9]=2)=[CH:15][CH:16]=1. The catalyst class is: 19.